This data is from Reaction yield outcomes from USPTO patents with 853,638 reactions. The task is: Predict the reaction yield, written as a fraction of the theoretical maximum amount of product (1.0 means a 100% yield; for example, 0.34 means a 34% yield). (1) The reactants are [CH:1]([CH:3]1[CH2:12][C:11]2[C:6](=[CH:7][CH:8]=[CH:9][CH:10]=2)[CH2:5][N:4]1[C:13]([O:15][C:16]([CH3:19])([CH3:18])[CH3:17])=[O:14])=O.[CH2:20]([O:22][C:23]([CH:25]=P(C1C=CC=CC=1)(C1C=CC=CC=1)C1C=CC=CC=1)=[O:24])[CH3:21]. The catalyst is C1COCC1. The product is [CH2:20]([O:22][C:23](=[O:24])/[CH:25]=[CH:1]/[CH:3]1[CH2:12][C:11]2[C:6](=[CH:7][CH:8]=[CH:9][CH:10]=2)[CH2:5][N:4]1[C:13]([O:15][C:16]([CH3:19])([CH3:18])[CH3:17])=[O:14])[CH3:21]. The yield is 0.820. (2) The product is [ClH:1].[Cl:1][C:2]1[CH:3]=[CH:4][C:5]([C:8]2[S:9][C:10]3[C:11](=[O:33])[N:12]([C:17]4[CH:22]=[CH:21][C:20]([CH2:23][CH2:24][CH2:25][N:26]5[CH2:30][CH2:29][CH2:28][CH2:27]5)=[C:19]([O:31][CH3:32])[CH:18]=4)[CH:13]=[CH:14][C:15]=3[N:16]=2)=[CH:6][CH:7]=1. The reactants are [Cl:1][C:2]1[CH:7]=[CH:6][C:5]([C:8]2[S:9][C:10]3[C:11](=[O:33])[N:12]([C:17]4[CH:22]=[CH:21][C:20]([CH2:23][CH2:24][CH2:25][N:26]5[CH2:30][CH2:29][CH2:28][CH2:27]5)=[C:19]([O:31][CH3:32])[CH:18]=4)[CH:13]=[CH:14][C:15]=3[N:16]=2)=[CH:4][CH:3]=1.Cl. The yield is 0.810. The catalyst is CO. (3) The reactants are Br[C:2]1[CH:23]=[CH:22][C:5]2[C:6]3[N:7]([CH:11]=[C:12]([C:14]4[N:18]([CH:19]([CH3:21])[CH3:20])[N:17]=[CH:16][N:15]=4)[N:13]=3)[CH2:8][CH2:9][O:10][C:4]=2[CH:3]=1.[O:24]1[CH2:29][CH2:28][CH2:27][CH2:26][CH:25]1[N:30]1[C:34](B2OC(C)(C)C(C)(C)O2)=[CH:33][N:32]=[CH:31]1.[F-].[Cs+].O. The catalyst is CN(C=O)C.[Cu]I.C1C=CC([P]([Pd]([P](C2C=CC=CC=2)(C2C=CC=CC=2)C2C=CC=CC=2)([P](C2C=CC=CC=2)(C2C=CC=CC=2)C2C=CC=CC=2)[P](C2C=CC=CC=2)(C2C=CC=CC=2)C2C=CC=CC=2)(C2C=CC=CC=2)C2C=CC=CC=2)=CC=1. The product is [CH:19]([N:18]1[C:14]([C:12]2[N:13]=[C:6]3[C:5]4[CH:22]=[CH:23][C:2]([C:34]5[N:30]([CH:25]6[CH2:26][CH2:27][CH2:28][CH2:29][O:24]6)[CH:31]=[N:32][CH:33]=5)=[CH:3][C:4]=4[O:10][CH2:9][CH2:8][N:7]3[CH:11]=2)=[N:15][CH:16]=[N:17]1)([CH3:21])[CH3:20]. The yield is 0.170. (4) The reactants are [C-:1]1([CH2:6][NH2:7])[CH:5]=[CH:4][CH:3]=[CH:2]1.[CH-:8]1[CH:12]=[CH:11][CH:10]=[CH:9]1.[Fe+2:13].C1(N=C=NC2CCCCC2)CCCCC1.ON1C2C=CC=CC=2N=N1.[SH:39][CH2:40][CH2:41][CH2:42][CH2:43][CH2:44][CH2:45][CH2:46][CH2:47][CH2:48][CH2:49][C:50](O)=[O:51]. The catalyst is CC(C)=O. The product is [C-:1]1([CH2:6][NH:7][C:50](=[O:51])[CH2:49][CH2:48][CH2:47][CH2:46][CH2:45][CH2:44][CH2:43][CH2:42][CH2:41][CH2:40][SH:39])[CH:5]=[CH:4][CH:3]=[CH:2]1.[CH-:8]1[CH:12]=[CH:11][CH:10]=[CH:9]1.[Fe+2:13]. The yield is 0.850. (5) The reactants are [Br-].[CH:2]1([CH2:5][P+](C2C=CC=CC=2)(C2C=CC=CC=2)C2C=CC=CC=2)[CH2:4][CH2:3]1.C([Li])CCC.Cl[C:31]1[C:32]2[N:33]([CH:37]=[C:38]([C:40]3[CH:45]=[CH:44][C:43]([F:46])=[CH:42][C:41]=3[F:47])[N:39]=2)[CH:34]=[CH:35][N:36]=1.C([O-])([O-])=O.[Na+].[Na+]. The catalyst is COCCOC.O. The product is [CH:2]1([CH2:5][C:31]2[C:32]3[N:33]([CH:37]=[C:38]([C:40]4[CH:45]=[CH:44][C:43]([F:46])=[CH:42][C:41]=4[F:47])[N:39]=3)[CH:34]=[CH:35][N:36]=2)[CH2:4][CH2:3]1. The yield is 0.290. (6) The reactants are [Br:1][C:2]1[CH:15]=[CH:14][C:5]([C:6]([NH:8][CH2:9][C:10]([F:13])([F:12])[F:11])=[O:7])=[C:4]([CH2:16]O)[CH:3]=1.C([Mg]Cl)(C)C.CN(C)P(Cl)(N(C)C)=O. The catalyst is O1CCCC1.CN1CC(=O)C=C1. The product is [Br:1][C:2]1[CH:3]=[C:4]2[C:5](=[CH:14][CH:15]=1)[C:6](=[O:7])[N:8]([CH2:9][C:10]([F:13])([F:12])[F:11])[CH2:16]2. The yield is 0.880. (7) The product is [CH2:9]([O:16][N:17]1[C:23](=[O:24])[N:22]2[CH2:25][C@H:18]1[CH2:19][CH2:20][C@H:21]2[C:26]1[CH:30]=[C:29]([Si:31]([CH3:34])([CH3:33])[CH3:32])[O:28][N:27]=1)[C:10]1[CH:11]=[CH:12][CH:13]=[CH:14][CH:15]=1. The catalyst is N1C=CC=CC=1.C(Cl)Cl. The reactants are C1C(=O)N(Cl)C(=O)C1.[CH2:9]([O:16][N:17]1[C:23](=[O:24])[N:22]2[CH2:25][CH:18]1[CH2:19][CH2:20][CH:21]2/[CH:26]=[N:27]/[OH:28])[C:10]1[CH:15]=[CH:14][CH:13]=[CH:12][CH:11]=1.[C:29]([Si:31]([CH3:34])([CH3:33])[CH3:32])#[CH:30].CCN(C(C)C)C(C)C. The yield is 0.410.